From a dataset of Catalyst prediction with 721,799 reactions and 888 catalyst types from USPTO. Predict which catalyst facilitates the given reaction. (1) Reactant: [Cl:1][C:2]1[CH:3]=[CH:4][C:5]([OH:11])=[C:6]([CH:10]=1)[C:7]([OH:9])=[O:8].[CH2:12](Br)[C:13]1[CH:18]=[CH:17][CH:16]=[CH:15][CH:14]=1.C(=O)([O-])[O-].[K+].[K+]. Product: [Cl:1][C:2]1[CH:3]=[CH:4][C:5]([O:11][CH2:7][C:6]2[CH:10]=[CH:2][CH:3]=[CH:4][CH:5]=2)=[C:6]([CH:10]=1)[C:7]([O:9][CH2:12][C:13]1[CH:18]=[CH:17][CH:16]=[CH:15][CH:14]=1)=[O:8]. The catalyst class is: 18. (2) Reactant: [O:1]1[C:5]2[CH:6]([NH2:10])[CH2:7][CH2:8][CH2:9][C:4]=2[CH:3]=[CH:2]1.[CH3:11][CH2:12][O:13]C(C)=O.O(C(C)C)C(C)C.[NH4+].[OH-]. Product: [O:1]1[C:5]2[C@H:6]([NH:10][C:12](=[O:13])[CH3:11])[CH2:7][CH2:8][CH2:9][C:4]=2[CH:3]=[CH:2]1. The catalyst class is: 61. (3) Reactant: [N:1]([C@H:4]1[C:13]2[C:8](=[CH:9][CH:10]=[C:11]([F:14])[CH:12]=2)[O:7][C:6]([CH2:17][F:18])([CH2:15][F:16])[CH2:5]1)=[N+]=[N-]. Product: [F:14][C:11]1[CH:12]=[C:13]2[C:8](=[CH:9][CH:10]=1)[O:7][C:6]([CH2:15][F:16])([CH2:17][F:18])[CH2:5][C@H:4]2[NH2:1]. The catalyst class is: 19. (4) Reactant: [C:1]([O:5][C:6]([N:8]1[C@@H:12]([CH2:13][NH:14][C:15]2[CH:20]=[CH:19][CH:18]=[CH:17][CH:16]=2)[CH2:11][O:10][C:9]1([CH3:22])[CH3:21])=[O:7])([CH3:4])([CH3:3])[CH3:2].CO[C:25]([CH3:27])=[CH2:26].FC(F)(F)C(O)=O.C(O[BH-](OC(=O)C)OC(=O)C)(=O)C.[Na+]. Product: [C:1]([O:5][C:6]([N:8]1[C@@H:12]([CH2:13][N:14]([CH:25]([CH3:27])[CH3:26])[C:15]2[CH:16]=[CH:17][CH:18]=[CH:19][CH:20]=2)[CH2:11][O:10][C:9]1([CH3:22])[CH3:21])=[O:7])([CH3:4])([CH3:2])[CH3:3]. The catalyst class is: 26. (5) Reactant: C(S([N:6]1[CH2:11][CH2:10][N:9]([C:12]2[CH:17]=[CH:16][C:15]([NH:18][C:19]([C:21]3[O:22][C:23]4[C:28]([C:29](=[O:31])[CH:30]=3)=[CH:27][C:26]([F:32])=[CH:25][C:24]=4[N:33]3[CH2:38][CH2:37][N:36]([CH3:39])[CH2:35][CH2:34]3)=[O:20])=[CH:14][CH:13]=2)[CH2:8][CH2:7]1)(=O)=O)C.C(N(CC)CC)C.[CH2:47]([N:49]=[C:50]=[O:51])[CH3:48]. Product: [CH2:47]([NH:49][C:50]([N:6]1[CH2:11][CH2:10][N:9]([C:12]2[CH:17]=[CH:16][C:15]([NH:18][C:19]([C:21]3[O:22][C:23]4[C:28]([C:29](=[O:31])[CH:30]=3)=[CH:27][C:26]([F:32])=[CH:25][C:24]=4[N:33]3[CH2:34][CH2:35][N:36]([CH3:39])[CH2:37][CH2:38]3)=[O:20])=[CH:14][CH:13]=2)[CH2:8][CH2:7]1)=[O:51])[CH3:48]. The catalyst class is: 2.